Task: Predict the product of the given reaction.. Dataset: Forward reaction prediction with 1.9M reactions from USPTO patents (1976-2016) (1) Given the reactants [Cl:1][C:2]1[CH:10]=[CH:9][C:8](F)=[CH:7][C:3]=1[C:4]([NH2:6])=[O:5].[NH:12]1[CH2:16][CH:15]=[CH:14][CH2:13]1, predict the reaction product. The product is: [Cl:1][C:2]1[CH:10]=[CH:9][C:8]([N:12]2[CH2:16][CH:15]=[CH:14][CH2:13]2)=[CH:7][C:3]=1[C:4]([NH2:6])=[O:5]. (2) Given the reactants [F:1][C:2]1[C:7]([F:8])=[CH:6][CH:5]=[CH:4][C:3]=1[C:9]1[N:35]=[C:12]2[CH:13]=[N:14][N:15]([CH2:17][C:18]3[N:23]=[N:22][C:21]([C:24]4[CH:29]=[CH:28][C:27]([OH:30])=[CH:26][C:25]=4[C:31]([F:34])([F:33])[F:32])=[CH:20][CH:19]=3)[CH:16]=[C:11]2[N:10]=1.Br[CH2:37][CH:38]([CH3:40])[CH3:39], predict the reaction product. The product is: [F:1][C:2]1[C:7]([F:8])=[CH:6][CH:5]=[CH:4][C:3]=1[C:9]1[N:35]=[C:12]2[CH:13]=[N:14][N:15]([CH2:17][C:18]3[N:23]=[N:22][C:21]([C:24]4[CH:29]=[CH:28][C:27]([O:30][CH2:37][CH:38]([CH3:40])[CH3:39])=[CH:26][C:25]=4[C:31]([F:33])([F:34])[F:32])=[CH:20][CH:19]=3)[CH:16]=[C:11]2[N:10]=1. (3) Given the reactants Br[C:2]([F:17])([F:16])[CH2:3][CH:4]1[CH2:8][N:7]([CH2:9][N:10]2[CH:14]=[CH:13][N:12]=[CH:11]2)[C:6](=[O:15])[CH2:5]1.N12CCCC=C1CCCCN2, predict the reaction product. The product is: [F:17][C:2]([F:16])=[CH:3][CH:4]1[CH2:8][N:7]([CH2:9][N:10]2[CH:14]=[CH:13][N:12]=[CH:11]2)[C:6](=[O:15])[CH2:5]1. (4) Given the reactants [F:1][C:2]1[C:3]([CH:21]=[O:22])=[C:4]([CH:14]=[C:15]([C:17]([F:20])([F:19])[F:18])[CH:16]=1)[C:5](N(C(C)C)C(C)C)=[O:6].[BH4-].[Na+], predict the reaction product. The product is: [F:1][C:2]1[CH:16]=[C:15]([C:17]([F:20])([F:19])[F:18])[CH:14]=[C:4]2[C:3]=1[CH2:21][O:22][C:5]2=[O:6]. (5) Given the reactants C1(P(C2C=CC=CC=2)C2C=CC=CC=2)C=CC=CC=1.[Br:20]Br.[C:22]([C:26]1[CH:27]=[C:28](O)[CH:29]=[C:30]([C:32]([CH3:35])([CH3:34])[CH3:33])[CH:31]=1)([CH3:25])([CH3:24])[CH3:23], predict the reaction product. The product is: [Br:20][C:28]1[CH:27]=[C:26]([C:22]([CH3:25])([CH3:24])[CH3:23])[CH:31]=[C:30]([C:32]([CH3:35])([CH3:34])[CH3:33])[CH:29]=1. (6) Given the reactants [OH:1][C:2]1[C:3]([O:20][CH3:21])=[C:4]([C:10]2[CH:11]=[C:12]3[C:16](=[CH:17][CH:18]=2)[C:15](=[O:19])[O:14][CH2:13]3)[CH:5]=[CH:6][C:7]=1[O:8][CH3:9].C(=O)([O-])[O-].[K+].[K+].Br[CH2:29][C:30]1([CH2:34][OH:35])[CH2:33][O:32][CH2:31]1, predict the reaction product. The product is: [OH:35][CH2:34][C:30]1([CH2:29][O:1][C:2]2[C:3]([O:20][CH3:21])=[C:4]([C:10]3[CH:11]=[C:12]4[C:16](=[CH:17][CH:18]=3)[C:15](=[O:19])[O:14][CH2:13]4)[CH:5]=[CH:6][C:7]=2[O:8][CH3:9])[CH2:33][O:32][CH2:31]1. (7) Given the reactants FC(F)(F)S(O[C:7]1[C:12](=[O:13])[CH:11]=[N:10][N:9]([C:14]2[CH:19]=[CH:18][CH:17]=[C:16]([C:20]([F:23])([F:22])[F:21])[CH:15]=2)[CH:8]=1)(=O)=O.[C:26]1([N:32]2[C:36](B3OC(C)(C)C(C)(C)O3)=[CH:35][CH:34]=[N:33]2)[CH:31]=[CH:30][CH:29]=[CH:28][CH:27]=1.C(=O)([O-])[O-].[Na+].[Na+].C1(C)C=CC=CC=1, predict the reaction product. The product is: [C:26]1([N:32]2[C:36]([C:7]3[C:12](=[O:13])[CH:11]=[N:10][N:9]([C:14]4[CH:19]=[CH:18][CH:17]=[C:16]([C:20]([F:23])([F:22])[F:21])[CH:15]=4)[CH:8]=3)=[CH:35][CH:34]=[N:33]2)[CH:27]=[CH:28][CH:29]=[CH:30][CH:31]=1.